Predict which catalyst facilitates the given reaction. From a dataset of Catalyst prediction with 721,799 reactions and 888 catalyst types from USPTO. (1) Product: [NH2:2][CH2:1][CH2:3][N:4]1[C:12]2[CH2:11][C:10]([F:14])([F:13])[CH2:9][CH2:8][C:7]=2[CH:6]=[C:5]1[C:15]([O:17][CH2:18][CH3:19])=[O:16]. The catalyst class is: 8. Reactant: [C:1]([CH2:3][N:4]1[C:12]2[CH2:11][C:10]([F:14])([F:13])[CH2:9][CH2:8][C:7]=2[CH:6]=[C:5]1[C:15]([O:17][CH2:18][CH3:19])=[O:16])#[N:2].[BH4-].[Na+]. (2) Reactant: Cl[C:2]1[CH:7]=[CH:6][N:5]=[C:4]([NH2:8])[CH:3]=1.[NH2:9][C:10]1[CH:15]=[CH:14][CH:13]=[CH:12][C:11]=1[S:16]([NH:19][CH:20]([CH3:22])[CH3:21])(=[O:18])=[O:17].C1C=CC(P(C2C(C3C(P(C4C=CC=CC=4)C4C=CC=CC=4)=CC=C4C=3C=CC=C4)=C3C(C=CC=C3)=CC=2)C2C=CC=CC=2)=CC=1.C([O-])([O-])=O.[Cs+].[Cs+]. Product: [NH2:8][C:4]1[CH:3]=[C:2]([NH:9][C:10]2[CH:15]=[CH:14][CH:13]=[CH:12][C:11]=2[S:16]([NH:19][CH:20]([CH3:22])[CH3:21])(=[O:18])=[O:17])[CH:7]=[CH:6][N:5]=1. The catalyst class is: 187. (3) Reactant: [CH3:1][O:2][C:3]1[CH:8]=[CH:7][C:6]([CH2:9][C:10]([N:12]([CH2:19][C:20]2[CH:25]=[CH:24][C:23]([CH3:26])=[CH:22][CH:21]=2)[CH:13]2[CH2:18][CH2:17][NH:16][CH2:15][CH2:14]2)=[O:11])=[CH:5][CH:4]=1.Cl.Cl[CH2:29][C:30]1[N:31]=[C:32]([CH3:35])[S:33][CH:34]=1.C(=O)([O-])[O-].[K+].[K+].[I-].[K+]. Product: [CH3:1][O:2][C:3]1[CH:4]=[CH:5][C:6]([CH2:9][C:10]([N:12]([CH2:19][C:20]2[CH:21]=[CH:22][C:23]([CH3:26])=[CH:24][CH:25]=2)[CH:13]2[CH2:14][CH2:15][N:16]([CH2:29][C:30]3[N:31]=[C:32]([CH3:35])[S:33][CH:34]=3)[CH2:17][CH2:18]2)=[O:11])=[CH:7][CH:8]=1. The catalyst class is: 10. (4) Reactant: [Br-].[CH2:2]([C:4]1([O:9][C:10](=[O:34])[CH2:11][O:12][C:13]2[C:18]([CH3:19])=[CH:17][C:16]([S+:20]3[C:24]4[CH:25]=[CH:26][CH:27]=[CH:28][C:23]=4[C:22]4[CH:29]=[CH:30][CH:31]=[CH:32][C:21]3=4)=[CH:15][C:14]=2[CH3:33])[CH2:8][CH2:7][CH2:6][CH2:5]1)[CH3:3].[F:35][C:36]([F:48])([S:44]([O-:47])(=[O:46])=[O:45])[CH2:37][O:38][C:39](=[O:43])[C:40]([CH3:42])=[CH2:41].C([NH+](CC)CC)C.O. Product: [F:48][C:36]([F:35])([S:44]([O-:47])(=[O:46])=[O:45])[CH2:37][O:38][C:39](=[O:43])[C:40]([CH3:42])=[CH2:41].[CH2:2]([C:4]1([O:9][C:10](=[O:34])[CH2:11][O:12][C:13]2[C:14]([CH3:33])=[CH:15][C:16]([S+:20]3[C:21]4[CH:32]=[CH:31][CH:30]=[CH:29][C:22]=4[C:23]4[CH:28]=[CH:27][CH:26]=[CH:25][C:24]3=4)=[CH:17][C:18]=2[CH3:19])[CH2:8][CH2:7][CH2:6][CH2:5]1)[CH3:3]. The catalyst class is: 4. (5) Reactant: [C:1](Cl)(Cl)=[S:2].[NH2:5][C:6]1[CH:7]=[C:8]([CH:11]=[CH:12][C:13]=1[O:14][CH3:15])[C:9]#[N:10].C(=O)(O)[O-].[Na+].C(OCC)(=O)C. Product: [N:5]([C:6]1[CH:7]=[C:8]([CH:11]=[CH:12][C:13]=1[O:14][CH3:15])[C:9]#[N:10])=[C:1]=[S:2]. The catalyst class is: 146. (6) Reactant: [CH3:1][O:2][CH2:3][CH2:4][O:5][CH2:6][C:7]1[N:12]=[CH:11][C:10]([O:13][C:14]2[CH:15]=[C:16]3[C:20](=[C:21]([O:23][CH:24]4[CH2:29][CH2:28][O:27][CH2:26][CH2:25]4)[CH:22]=2)[NH:19][C:18]([C:30]([NH2:32])=O)=[CH:17]3)=[CH:9][CH:8]=1.COC1C=CC(P2(SP(C3C=CC(OC)=CC=3)(=S)S2)=[S:42])=CC=1.C(OCC)(=O)C.CCCCCC. The catalyst class is: 7. Product: [CH3:1][O:2][CH2:3][CH2:4][O:5][CH2:6][C:7]1[N:12]=[CH:11][C:10]([O:13][C:14]2[CH:15]=[C:16]3[C:20](=[C:21]([O:23][CH:24]4[CH2:29][CH2:28][O:27][CH2:26][CH2:25]4)[CH:22]=2)[NH:19][C:18]([C:30](=[S:42])[NH2:32])=[CH:17]3)=[CH:9][CH:8]=1.